Dataset: Catalyst prediction with 721,799 reactions and 888 catalyst types from USPTO. Task: Predict which catalyst facilitates the given reaction. (1) Reactant: [NH2:1][C:2]1[C:15]2[C:14](=[O:16])[C:13]([C:17]#[N:18])=[CH:12][N:7]3[C@@H:8]([CH3:11])[CH2:9][O:10][C:5]([C:6]=23)=[C:4](F)[C:3]=1[F:20].[N:21]1([C@H:26]2[CH2:30][CH2:29][C@H:28]([NH2:31])[CH2:27]2)[CH:25]=[CH:24][CH:23]=[N:22]1.C(N(C(C)C)CC)(C)C. Product: [NH2:1][C:2]1[C:15]2[C:14](=[O:16])[C:13]([C:17]#[N:18])=[CH:12][N:7]3[C@@H:8]([CH3:11])[CH2:9][O:10][C:5]([C:6]=23)=[C:4]([NH:31][C@H:28]2[CH2:29][CH2:30][C@H:26]([N:21]3[CH:25]=[CH:24][CH:23]=[N:22]3)[CH2:27]2)[C:3]=1[F:20]. The catalyst class is: 16. (2) Reactant: [BH4-].[Na+].[Br:3][C:4]1[CH:17]=[CH:16][C:7]([O:8][CH:9]2[CH2:14][CH2:13][C:12](=[O:15])[CH2:11][CH2:10]2)=[CH:6][CH:5]=1. Product: [Br:3][C:4]1[CH:5]=[CH:6][C:7]([O:8][CH:9]2[CH2:10][CH2:11][CH:12]([OH:15])[CH2:13][CH2:14]2)=[CH:16][CH:17]=1. The catalyst class is: 8. (3) Reactant: CS[C:3]1[NH:7][C:6]2[CH:8]=[C:9]([C:12]3[CH:13]=[CH:14][C:15]4[O:21][CH2:20][CH2:19][N:18]([C:22]5[C:31]6[C:26](=[CH:27][CH:28]=[CH:29][CH:30]=6)[N:25]=[CH:24][CH:23]=5)[CH2:17][C:16]=4[CH:32]=3)[CH:10]=[CH:11][C:5]=2[N:4]=1.[CH2:33]([NH2:35])[CH3:34]. Product: [CH2:33]([NH:35][C:3]1[NH:7][C:6]2[CH:8]=[C:9]([C:12]3[CH:13]=[CH:14][C:15]4[O:21][CH2:20][CH2:19][N:18]([C:22]5[C:31]6[C:26](=[CH:27][CH:28]=[CH:29][CH:30]=6)[N:25]=[CH:24][CH:23]=5)[CH2:17][C:16]=4[CH:32]=3)[CH:10]=[CH:11][C:5]=2[N:4]=1)[CH3:34]. The catalyst class is: 8.